From a dataset of Forward reaction prediction with 1.9M reactions from USPTO patents (1976-2016). Predict the product of the given reaction. (1) Given the reactants Cl[C:2]1[C:3]2[S:11][C:10]3[CH:12]=[CH:13][CH:14]=[CH:15][C:9]=3[C:4]=2[N:5]=[C:6]([NH2:8])[N:7]=1.[C:16]1([N:22]2[C:34]3[CH:33]=[CH:32][C:31](B4OC(C)(C)C(C)(C)O4)=[CH:30][C:29]=3[C:28]3[C:23]2=[CH:24][CH:25]=[CH:26][CH:27]=3)[CH:21]=[CH:20][CH:19]=[CH:18][CH:17]=1.C([O-])([O-])=O.[Na+].[Na+], predict the reaction product. The product is: [C:16]1([N:22]2[C:23]3[CH:24]=[CH:25][C:26]([C:2]4[C:3]5[S:11][C:10]6[CH:12]=[CH:13][CH:14]=[CH:15][C:9]=6[C:4]=5[N:5]=[C:6]([NH2:8])[N:7]=4)=[CH:27][C:28]=3[C:29]3[C:34]2=[CH:33][CH:32]=[CH:31][CH:30]=3)[CH:17]=[CH:18][CH:19]=[CH:20][CH:21]=1. (2) Given the reactants [CH:1]1([CH2:4][N:5]2[C:10]([NH:11][NH2:12])=[CH:9][C:8](=[O:13])[N:7]([CH3:14])[C:6]2=[O:15])[CH2:3][CH2:2]1.[Cl:16][C:17]1[CH:18]=[C:19]2[C:24](=[CH:25][CH:26]=1)[N:23]=[CH:22][CH:21]=[C:20]2[CH:27]=O, predict the reaction product. The product is: [CH:1]1([CH2:4][N:5]2[C:10]([NH:11][N:12]=[CH:27][C:20]3[C:19]4[C:24](=[CH:25][CH:26]=[C:17]([Cl:16])[CH:18]=4)[N:23]=[CH:22][CH:21]=3)=[CH:9][C:8](=[O:13])[N:7]([CH3:14])[C:6]2=[O:15])[CH2:2][CH2:3]1. (3) Given the reactants [C:1]([NH:5][C:6]([N:8]1[CH2:13][CH2:12][N:11]2[N:14]=[C:15]([I:22])[C:16]([C:17]([O:19]CC)=[O:18])=[C:10]2[CH2:9]1)=[O:7])([CH3:4])([CH3:3])[CH3:2].[OH-].[Li+], predict the reaction product. The product is: [C:1]([NH:5][C:6]([N:8]1[CH2:13][CH2:12][N:11]2[N:14]=[C:15]([I:22])[C:16]([C:17]([OH:19])=[O:18])=[C:10]2[CH2:9]1)=[O:7])([CH3:4])([CH3:2])[CH3:3]. (4) Given the reactants Br[C:2]1[C:3](=[O:28])[NH:4][C:5]2[CH:6]=[C:7]([C:21]3[C:22]([CH3:27])=[N:23][O:24][C:25]=3[CH3:26])[CH:8]=[C:9]([S:12]([NH:15][CH:16]3[CH2:20][CH2:19][CH2:18][CH2:17]3)(=[O:14])=[O:13])[C:10]=2[CH:11]=1.[CH3:29][N:30](C=O)C, predict the reaction product. The product is: [C:29]([C:2]1[C:3](=[O:28])[NH:4][C:5]2[CH:6]=[C:7]([C:21]3[C:22]([CH3:27])=[N:23][O:24][C:25]=3[CH3:26])[CH:8]=[C:9]([S:12]([NH:15][CH:16]3[CH2:17][CH2:18][CH2:19][CH2:20]3)(=[O:14])=[O:13])[C:10]=2[CH:11]=1)#[N:30]. (5) Given the reactants [OH:1][CH:2]1[CH2:7][CH2:6][N:5]([CH2:8][C:9]2[CH:14]=[CH:13][CH:12]=[CH:11][CH:10]=2)[CH2:4][CH2:3]1.[H-].[Na+].[CH3:17][C:18]1[NH:19][C:20]([CH3:40])=[CH:21][C:22]=1[C:23]1[CH:28]=[CH:27][CH:26]=[C:25]([C:29]2[C:38]3[C:33](=[CH:34][CH:35]=[CH:36][CH:37]=3)[C:32](F)=[CH:31][CH:30]=2)[N:24]=1.O, predict the reaction product. The product is: [CH3:17][C:18]1[NH:19][C:20]([CH3:40])=[CH:21][C:22]=1[C:23]1[CH:28]=[CH:27][CH:26]=[C:25]([C:29]2[C:38]3[C:33](=[CH:34][CH:35]=[CH:36][CH:37]=3)[C:32]([O:1][CH:2]3[CH2:7][CH2:6][N:5]([CH2:8][C:9]4[CH:14]=[CH:13][CH:12]=[CH:11][CH:10]=4)[CH2:4][CH2:3]3)=[CH:31][CH:30]=2)[N:24]=1. (6) Given the reactants C(OC(=O)[NH:7][CH2:8][CH2:9][NH:10][C:11]([C:13]1[CH:33]=[CH:32][C:16]2[N:17]([CH3:31])[C:18]([NH:20][C:21]3[S:22][C:23]4[CH:29]=[C:28]([Cl:30])[CH:27]=[CH:26][C:24]=4[N:25]=3)=[N:19][C:15]=2[CH:14]=1)=[O:12])(C)(C)C.[ClH:35], predict the reaction product. The product is: [ClH:30].[ClH:35].[NH2:7][CH2:8][CH2:9][NH:10][C:11]([C:13]1[CH:33]=[CH:32][C:16]2[N:17]([CH3:31])[C:18]([NH:20][C:21]3[S:22][C:23]4[CH:29]=[C:28]([Cl:30])[CH:27]=[CH:26][C:24]=4[N:25]=3)=[N:19][C:15]=2[CH:14]=1)=[O:12]. (7) The product is: [Cl:20][C:13]1[N:14]=[CH:15][C:16]2[NH:17][C:3](=[O:2])[CH:4]([CH3:21])[CH2:5][N:6]([CH:7]3[CH2:10][CH2:9][CH2:8]3)[C:11]=2[N:12]=1. Given the reactants C[O:2][C:3](=O)[CH:4]([CH3:21])[CH2:5][N:6]([C:11]1[C:16]([N+:17]([O-])=O)=[CH:15][N:14]=[C:13]([Cl:20])[N:12]=1)[CH:7]1[CH2:10][CH2:9][CH2:8]1, predict the reaction product.